This data is from Forward reaction prediction with 1.9M reactions from USPTO patents (1976-2016). The task is: Predict the product of the given reaction. (1) The product is: [F:1][C:2]1[CH:3]=[C:4]2[C:8](=[CH:9][CH:10]=1)[NH:7][C:6](=[O:11])[C:5]2=[C:37]1[C:38]2[C:34](=[CH:33][C:32]([CH:28]=[O:27])=[CH:40][CH:39]=2)[CH:35]([CH3:42])[O:36]1. Given the reactants [F:1][C:2]1[CH:3]=[C:4]2[C:8](=[CH:9][CH:10]=1)[NH:7][C:6](=[O:11])[CH2:5]2.[Li+].C[Si]([N-][Si](C)(C)C)(C)C.C1COCC1.[O:27]1CCO[CH:28]1[C:32]1[CH:33]=[C:34]2[C:38](=[CH:39][CH:40]=1)[C:37](=O)[O:36][CH:35]2[CH3:42].O, predict the reaction product. (2) Given the reactants [CH2:1]([O:8][C:9]1[CH:14]=[CH:13][C:12]([N:15]2[CH2:19][C@H:18]([CH2:20]OS(C)(=O)=O)[O:17][C:16]2=[O:26])=[CH:11][C:10]=1[F:27])[C:2]1[CH:7]=[CH:6][CH:5]=[CH:4][CH:3]=1.[NH:28]1[CH:32]=[N:31][CH:30]=[N:29]1, predict the reaction product. The product is: [CH2:1]([O:8][C:9]1[CH:14]=[CH:13][C:12]([N:15]2[CH2:19][C@H:18]([CH2:20][N:28]3[CH:32]=[N:31][CH:30]=[N:29]3)[O:17][C:16]2=[O:26])=[CH:11][C:10]=1[F:27])[C:2]1[CH:7]=[CH:6][CH:5]=[CH:4][CH:3]=1.